From a dataset of Reaction yield outcomes from USPTO patents with 853,638 reactions. Predict the reaction yield, written as a fraction of the theoretical maximum amount of product (1.0 means a 100% yield; for example, 0.34 means a 34% yield). The reactants are Cl.[F:2][C:3]1[CH:8]=[CH:7][CH:6]=[CH:5][C:4]=1[C@@H:9]([NH2:14])[CH2:10][CH:11]([CH3:13])[CH3:12].[I:15][C:16]1[C:24]2[C:19](=[CH:20][CH:21]=[C:22]([C:25](O)=[O:26])[CH:23]=2)[NH:18][N:17]=1.CN(C(ON1N=NC2C=CC=CC1=2)=[N+](C)C)C.[B-](F)(F)(F)F.CCN(C(C)C)C(C)C. The catalyst is O.CN(C=O)C. The product is [F:2][C:3]1[CH:8]=[CH:7][CH:6]=[CH:5][C:4]=1[C@@H:9]([NH:14][C:25]([C:22]1[CH:23]=[C:24]2[C:19](=[CH:20][CH:21]=1)[NH:18][N:17]=[C:16]2[I:15])=[O:26])[CH2:10][CH:11]([CH3:12])[CH3:13]. The yield is 0.870.